From a dataset of Forward reaction prediction with 1.9M reactions from USPTO patents (1976-2016). Predict the product of the given reaction. (1) Given the reactants [NH2:1][CH2:2][C@@H:3]1[O:7][C:6](=[O:8])[N:5]([C:9]2[CH:14]=[CH:13][C:12]([Br:15])=[CH:11][N:10]=2)[CH2:4]1.C(N(C(C)C)CC)(C)C.Cl[CH:26](Cl)[C:27](=[N:29][NH:30]S(C1C(C)=CC=CC=1)(=O)=O)[CH3:28], predict the reaction product. The product is: [Br:15][C:12]1[CH:13]=[CH:14][C:9]([N:5]2[CH2:4][C@H:3]([CH2:2][N:1]3[CH:26]=[C:27]([CH3:28])[N:29]=[N:30]3)[O:7][C:6]2=[O:8])=[N:10][CH:11]=1. (2) Given the reactants Br[C:2]1[CH:7]=[CH:6][CH:5]=[C:4]([S:8]([CH2:11][CH2:12][O:13][CH3:14])(=[O:10])=[O:9])[CH:3]=1.[CH3:15][C@@H:16]1[CH2:20][CH2:19][CH2:18][N:17]1[CH2:21][CH2:22][C:23]1[CH:28]=[CH:27][C:26](B(O)O)=[CH:25][CH:24]=1.C(=O)([O-])[O-].[Na+].[Na+].C(O)C, predict the reaction product. The product is: [CH3:14][O:13][CH2:12][CH2:11][S:8]([C:4]1[CH:3]=[C:2]([C:26]2[CH:25]=[CH:24][C:23]([CH2:22][CH2:21][N:17]3[CH2:18][CH2:19][CH2:20][C@H:16]3[CH3:15])=[CH:28][CH:27]=2)[CH:7]=[CH:6][CH:5]=1)(=[O:10])=[O:9]. (3) Given the reactants CC(C)(CC(=O)NN[C:11]([C:13]1[S:14][CH:15]=[C:16]([CH2:18][O:19][CH2:20][O:21][CH2:22][CH2:23][Si:24]([CH3:27])([CH3:26])[CH3:25])[N:17]=1)=[O:12])C(OC)=O.[BH4-].[Na+].O, predict the reaction product. The product is: [CH3:25][Si:24]([CH3:27])([CH3:26])[CH2:23][CH2:22][O:21][CH2:20][O:19][CH2:18][C:16]1[N:17]=[C:13]([CH2:11][OH:12])[S:14][CH:15]=1. (4) Given the reactants [Cl:1][C:2]1[N:3]=[C:4]([N:20]2[CH2:25][CH2:24][O:23][CH2:22][CH2:21]2)[C:5]2[S:10][C:9]([C:11]3[CH:12]=[C:13]([C:17](O)=[O:18])[CH:14]=[N:15][CH:16]=3)=[CH:8][C:6]=2[N:7]=1.Cl.[CH3:27][NH2:28], predict the reaction product. The product is: [Cl:1][C:2]1[N:3]=[C:4]([N:20]2[CH2:25][CH2:24][O:23][CH2:22][CH2:21]2)[C:5]2[S:10][C:9]([C:11]3[CH:12]=[C:13]([C:17]([NH:28][CH3:27])=[O:18])[CH:14]=[N:15][CH:16]=3)=[CH:8][C:6]=2[N:7]=1. (5) Given the reactants COC1C=C(F)C=CC=1C(Cl)=O.[F:13][C:14]1[CH:15]=[CH:16][C:17]([OH:48])=[C:18]([C:20]2[NH:29][CH:28]([NH:30][C@@H:31]3[CH2:35][N:34](C(OC(C)(C)C)=O)[CH2:33][C@H:32]3[C:43]([O:45][CH2:46][CH3:47])=[O:44])[C:27]3[C:22](=[CH:23][CH:24]=[CH:25][CH:26]=3)[N:21]=2)[CH:19]=1, predict the reaction product. The product is: [F:13][C:14]1[CH:15]=[CH:16][C:17]([OH:48])=[C:18]([C:20]2[N:29]=[C:28]([NH:30][C@@H:31]3[CH2:35][NH:34][CH2:33][C@H:32]3[C:43]([O:45][CH2:46][CH3:47])=[O:44])[C:27]3[C:22](=[CH:23][CH:24]=[CH:25][CH:26]=3)[N:21]=2)[CH:19]=1. (6) Given the reactants C(O[C:4]([C:6]1[C:7]([OH:25])=[C:8]2[C:16]([Cl:17])=[C:15]([Cl:18])[N:14]([C:19]3[CH:24]=[CH:23][CH:22]=[CH:21][CH:20]=3)[C:9]2=[C:10]([C:12]#[N:13])[N:11]=1)=[O:5])C.[NH2:26][CH2:27][C:28]([OH:30])=[O:29].C[O-].[Na+].CO, predict the reaction product. The product is: [Cl:18][C:15]1[N:14]([C:19]2[CH:20]=[CH:21][CH:22]=[CH:23][CH:24]=2)[C:9]2=[C:10]([C:12]#[N:13])[N:11]=[C:6]([C:4]([NH:26][CH2:27][C:28]([OH:30])=[O:29])=[O:5])[C:7]([OH:25])=[C:8]2[C:16]=1[Cl:17]. (7) Given the reactants Cl.N[C@H]1CCCC[C@H]1CNCCN1CCOCC1.[F:19][C:20]1[CH:25]=[C:24]([F:26])[CH:23]=[CH:22][C:21]=1[CH2:27][NH:28][C:29]([C:31]1[C:32](=[O:66])[C:33]([O:58]CC2C=CC=CC=2)=[C:34]2[C:55](=[O:56])[N:38]3[CH:39]4[CH:44]([CH2:45][N:46]([CH2:47][CH2:48][N:49]5[CH2:54][CH2:53][O:52][CH2:51][CH2:50]5)[CH:37]3[CH2:36][N:35]2[CH:57]=1)[CH2:43][CH2:42][CH2:41][CH2:40]4)=[O:30], predict the reaction product. The product is: [F:19][C:20]1[CH:25]=[C:24]([F:26])[CH:23]=[CH:22][C:21]=1[CH2:27][NH:28][C:29]([C:31]1[C:32](=[O:66])[C:33]([OH:58])=[C:34]2[C:55](=[O:56])[N:38]3[CH:39]4[CH:44]([CH2:45][N:46]([CH2:47][CH2:48][N:49]5[CH2:50][CH2:51][O:52][CH2:53][CH2:54]5)[CH:37]3[CH2:36][N:35]2[CH:57]=1)[CH2:43][CH2:42][CH2:41][CH2:40]4)=[O:30]. (8) Given the reactants [CH2:1]([O:3][P:4](/[CH:9]=[CH:10]/[C:11]1[C:12]([O:22][CH2:23][C:24]2[CH:47]=[CH:46][C:27]([O:28][CH2:29][C:30]3[N:31]=[C:32]([C:36]4[S:40][C:39]([C:41]([O:43]CC)=[O:42])=[CH:38][CH:37]=4)[O:33][C:34]=3[CH3:35])=[C:26]([O:48][CH3:49])[CH:25]=2)=[N:13][N:14]([C:16]2[CH:21]=[CH:20][CH:19]=[CH:18][CH:17]=2)[CH:15]=1)([O:6][CH2:7][CH3:8])=[O:5])[CH3:2].O1CCCC1.[OH-].[Na+].Cl, predict the reaction product. The product is: [CH2:7]([O:6][P:4](/[CH:9]=[CH:10]/[C:11]1[C:12]([O:22][CH2:23][C:24]2[CH:47]=[CH:46][C:27]([O:28][CH2:29][C:30]3[N:31]=[C:32]([C:36]4[S:40][C:39]([C:41]([OH:43])=[O:42])=[CH:38][CH:37]=4)[O:33][C:34]=3[CH3:35])=[C:26]([O:48][CH3:49])[CH:25]=2)=[N:13][N:14]([C:16]2[CH:21]=[CH:20][CH:19]=[CH:18][CH:17]=2)[CH:15]=1)([O:3][CH2:1][CH3:2])=[O:5])[CH3:8]. (9) Given the reactants [OH-].[Na+].C[O:4][C:5]([C:7]1[CH:8]=[C:9]([CH3:32])[C:10]2[O:16][C:15]3[C:17]([Cl:28])=[CH:18][C:19]([N:21]([CH2:25][CH2:26][Cl:27])[CH2:22][CH2:23][Cl:24])=[CH:20][C:14]=3[CH2:13][S:12](=[O:30])(=[O:29])[C:11]=2[CH:31]=1)=[O:6], predict the reaction product. The product is: [Cl:24][CH2:23][CH2:22][N:21]([CH2:25][CH2:26][Cl:27])[C:19]1[CH:18]=[C:17]([Cl:28])[C:15]2[O:16][C:10]3[C:9]([CH3:32])=[CH:8][C:7]([C:5]([OH:6])=[O:4])=[CH:31][C:11]=3[S:12](=[O:29])(=[O:30])[CH2:13][C:14]=2[CH:20]=1. (10) Given the reactants O=[C:2]([CH:8]1[CH2:17][CH2:16][C:15]2[C:10](=[CH:11][CH:12]=[CH:13][CH:14]=2)[CH2:9]1)[CH2:3][C:4](OC)=[O:5].C(=O)(O)O.[NH2:22][C:23]([NH2:25])=[NH:24], predict the reaction product. The product is: [NH2:25][C:23]1[N:24]=[C:4]([OH:5])[CH:3]=[C:2]([CH:8]2[CH2:17][CH2:16][C:15]3[C:10](=[CH:11][CH:12]=[CH:13][CH:14]=3)[CH2:9]2)[N:22]=1.